This data is from HIV replication inhibition screening data with 41,000+ compounds from the AIDS Antiviral Screen. The task is: Binary Classification. Given a drug SMILES string, predict its activity (active/inactive) in a high-throughput screening assay against a specified biological target. (1) The result is 0 (inactive). The molecule is Cl.NC1c2c(Cl)sc(Cl)c2C(=O)C1O. (2) The molecule is CCN(CC)CC(C)(C)C(=O)C=Cc1ccc(Cl)cc1.Cl. The result is 0 (inactive).